From a dataset of Catalyst prediction with 721,799 reactions and 888 catalyst types from USPTO. Predict which catalyst facilitates the given reaction. (1) Reactant: Cl[C:2]1[C:3]2[CH:10]=[CH:9][N:8]([S:11]([CH3:14])(=[O:13])=[O:12])[C:4]=2[N:5]=[CH:6][N:7]=1.C(=O)([O-])[O-].[K+].[K+].[CH2:21]([N:28]1[CH2:33][CH2:32][C@@H:31]([CH3:34])[C@@H:30]([NH:35][CH3:36])[CH2:29]1)[C:22]1[CH:27]=[CH:26][CH:25]=[CH:24][CH:23]=1. Product: [CH2:21]([N:28]1[CH2:33][CH2:32][C@@H:31]([CH3:34])[C@@H:30]([N:35]([CH3:36])[C:2]2[C:3]3[CH:10]=[CH:9][N:8]([S:11]([CH3:14])(=[O:13])=[O:12])[C:4]=3[N:5]=[CH:6][N:7]=2)[CH2:29]1)[C:22]1[CH:23]=[CH:24][CH:25]=[CH:26][CH:27]=1. The catalyst class is: 6. (2) Reactant: [CH:1]1[C:10]2[C:5](=[CH:6][CH:7]=[CH:8][CH:9]=2)[CH:4]=[CH:3][C:2]=1[C:11](Cl)=[O:12].[NH3:14]. Product: [C:11]([C:2]1[CH:3]=[CH:4][C:5]2[C:10](=[CH:9][CH:8]=[CH:7][CH:6]=2)[CH:1]=1)(=[O:12])[NH2:14]. The catalyst class is: 7. (3) Reactant: CS(O[CH2:6][C:7]1[CH:12]=[CH:11][CH:10]=[CH:9][C:8]=1[O:13][CH2:14][CH2:15][CH2:16][CH2:17][CH2:18][CH3:19])(=O)=O.[I-:20].[Na+]. Product: [CH2:14]([O:13][C:8]1[CH:9]=[CH:10][CH:11]=[CH:12][C:7]=1[CH2:6][I:20])[CH2:15][CH2:16][CH2:17][CH2:18][CH3:19]. The catalyst class is: 21.